Dataset: Reaction yield outcomes from USPTO patents with 853,638 reactions. Task: Predict the reaction yield, written as a fraction of the theoretical maximum amount of product (1.0 means a 100% yield; for example, 0.34 means a 34% yield). (1) The reactants are [CH2:1]([O:8][C:9]([NH:11][CH:12]([N:16]1C2C=CC=CC=2N=N1)[C:13](O)=[O:14])=[O:10])[C:2]1[CH:7]=[CH:6][CH:5]=[CH:4][CH:3]=1.C(Cl)(=O)C(Cl)=O.[C:31]([C:34]1[CH:40]=[CH:39][CH:38]=[C:37]([CH3:41])[C:35]=1[NH2:36])(=O)[CH3:32].CN1CCOCC1.N. The catalyst is O1CCCC1.CN(C)C=O. The product is [CH2:1]([O:8][C:9]([NH:11][CH:12]1[N:16]=[C:31]([CH3:32])[C:34]2[CH:40]=[CH:39][CH:38]=[C:37]([CH3:41])[C:35]=2[NH:36][C:13]1=[O:14])=[O:10])[C:2]1[CH:3]=[CH:4][CH:5]=[CH:6][CH:7]=1. The yield is 0.635. (2) The reactants are C[O:2][C:3](=O)[CH2:4][C:5]1[CH:14]=[CH:13][CH:12]=[C:11]2[C:6]=1[CH:7]=[CH:8][C:9]([Cl:15])=[N:10]2.C1COCC1.[H-].[H-].[H-].[H-].[Li+].[Al+3].C(OCC)(=O)C. The catalyst is CCOCC. The product is [Cl:15][C:9]1[CH:8]=[CH:7][C:6]2[C:11](=[CH:12][CH:13]=[CH:14][C:5]=2[CH2:4][CH2:3][OH:2])[N:10]=1. The yield is 0.999. (3) The reactants are [Cl:1][C:2]1[CH:7]=[C:6]([Cl:8])[CH:5]=[CH:4][C:3]=1[C:9]1[CH:14]=[CH:13][NH:12][C:11](=[O:15])[CH:10]=1.Br[C:17]1[CH:25]=[C:24]2[C:20]([C:21]3[CH2:30][CH2:29][N:28]([CH3:31])[CH2:27][C:22]=3[N:23]2[CH3:26])=[CH:19][CH:18]=1. No catalyst specified. The product is [ClH:1].[Cl:1][C:2]1[CH:7]=[C:6]([Cl:8])[CH:5]=[CH:4][C:3]=1[C:9]1[CH:14]=[CH:13][N:12]([C:17]2[CH:25]=[C:24]3[C:20]([C:21]4[CH2:30][CH2:29][N:28]([CH3:31])[CH2:27][C:22]=4[N:23]3[CH3:26])=[CH:19][CH:18]=2)[C:11](=[O:15])[CH:10]=1. The yield is 0.210. (4) The yield is 0.980. The product is [CH3:38][N:3]([CH3:2])[C:4]([C:6]1[N:7]=[CH:8][C:9]([O:12][C:13]2[CH:14]=[C:15]([CH:20]=[C:21]([O:23][C@@H:24]([CH3:37])[CH2:25][OH:26])[CH:22]=2)[C:16]([O:18][CH3:19])=[O:17])=[N:10][CH:11]=1)=[O:5]. The catalyst is C1COCC1. The reactants are F.[CH3:2][N:3]([CH3:38])[C:4]([C:6]1[N:7]=[CH:8][C:9]([O:12][C:13]2[CH:14]=[C:15]([CH:20]=[C:21]([O:23][C@@H:24]([CH3:37])[CH2:25][O:26][Si](C(C)C)(C(C)C)C(C)C)[CH:22]=2)[C:16]([O:18][CH3:19])=[O:17])=[N:10][CH:11]=1)=[O:5]. (5) The reactants are [NH:1]1[C:9]2[C:4](=[CH:5][CH:6]=[CH:7][N:8]=2)[CH:3]=[N:2]1.Br[CH2:11][C:12]([O:14][CH2:15][CH3:16])=[O:13].C([O-])([O-])=O.[K+].[K+]. The catalyst is CN(C=O)C.C(OCC)(=O)C. The product is [CH2:15]([O:14][C:12](=[O:13])[CH2:11][N:1]1[C:9]2=[N:8][CH:7]=[CH:6][CH:5]=[C:4]2[CH:3]=[N:2]1)[CH3:16]. The yield is 0.490.